Task: Predict the reactants needed to synthesize the given product.. Dataset: Full USPTO retrosynthesis dataset with 1.9M reactions from patents (1976-2016) (1) Given the product [F:27][C:26]([F:29])([F:28])[C@:25]([C:23]1[N:22]=[N:21][N:20]([CH2:19][C:6]2[CH:5]=[C:4]3[C:9]([C:10]([C:12]4[CH:17]=[CH:16][C:15]([F:18])=[CH:14][CH:13]=4)=[CH:11][C:2]([N:34]4[CH2:38][CH2:37][CH2:36][CH2:35]4)=[N:3]3)=[CH:8][CH:7]=2)[CH:24]=1)([OH:32])[CH2:30][CH3:31], predict the reactants needed to synthesize it. The reactants are: Cl[C:2]1[CH:11]=[C:10]([C:12]2[CH:17]=[CH:16][C:15]([F:18])=[CH:14][CH:13]=2)[C:9]2[C:4](=[CH:5][C:6]([CH2:19][N:20]3[CH:24]=[C:23]([C:25]([OH:32])([CH2:30][CH3:31])[C:26]([F:29])([F:28])[F:27])[N:22]=[N:21]3)=[CH:7][CH:8]=2)[N:3]=1.C[N:34]1[C:38](=O)[CH2:37][CH2:36][CH2:35]1. (2) Given the product [CH3:5][C:6]([NH2:10])([C:8]1[O:4][N:3]=[C:1]([CH3:2])[CH:9]=1)[CH3:7], predict the reactants needed to synthesize it. The reactants are: [CH:1](=[N:3]/[OH:4])\[CH3:2].[CH3:5][C:6]([NH2:10])([C:8]#[CH:9])[CH3:7].C(N(CC)CC)C.Cl[O-].[Na+].